Dataset: Peptide-MHC class I binding affinity with 185,985 pairs from IEDB/IMGT. Task: Regression. Given a peptide amino acid sequence and an MHC pseudo amino acid sequence, predict their binding affinity value. This is MHC class I binding data. (1) The peptide sequence is VRKSIRIQL. The MHC is HLA-B27:05 with pseudo-sequence HLA-B27:05. The binding affinity (normalized) is 0.808. (2) The peptide sequence is ELRSRYWAI. The MHC is HLA-B07:02 with pseudo-sequence HLA-B07:02. The binding affinity (normalized) is 0. (3) The peptide sequence is AELLNIPFLY. The MHC is HLA-B44:03 with pseudo-sequence HLA-B44:03. The binding affinity (normalized) is 0.910. (4) The peptide sequence is ALAGNHWHV. The MHC is HLA-A03:01 with pseudo-sequence HLA-A03:01. The binding affinity (normalized) is 0.0847.